The task is: Predict the reaction yield, written as a fraction of the theoretical maximum amount of product (1.0 means a 100% yield; for example, 0.34 means a 34% yield).. This data is from Reaction yield outcomes from USPTO patents with 853,638 reactions. (1) The reactants are [C:1]([O:5][C:6]([N:8]1[CH2:13][CH2:12][N:11]([C:14]2[N:19]=[CH:18][C:17]([O:20][CH2:21][C:22]3[CH:30]=[CH:29][C:25]([C:26]([OH:28])=O)=[CH:24][CH:23]=3)=[CH:16][N:15]=2)[CH2:10][CH2:9]1)=[O:7])([CH3:4])([CH3:3])[CH3:2].[CH3:31][NH:32][CH2:33][CH2:34][OH:35].O.[Cl-].COC1N=C(OC)N=C([N+]2(C)CCOCC2)N=1. The catalyst is O1CCCC1. The product is [OH:35][CH2:34][CH2:33][N:32]([CH3:31])[C:26]([C:25]1[CH:24]=[CH:23][C:22]([CH2:21][O:20][C:17]2[CH:16]=[N:15][C:14]([N:11]3[CH2:10][CH2:9][N:8]([C:6]([O:5][C:1]([CH3:2])([CH3:4])[CH3:3])=[O:7])[CH2:13][CH2:12]3)=[N:19][CH:18]=2)=[CH:30][CH:29]=1)=[O:28]. The yield is 0.640. (2) The reactants are [N+](=[CH:3][C:4]([CH:6]1[CH2:11][CH2:10][N:9]([C:12]([O:14][CH2:15][CH:16]2[C:28]3[CH:27]=[CH:26][CH:25]=[CH:24][C:23]=3[C:22]3[C:17]2=[CH:18][CH:19]=[CH:20][CH:21]=3)=[O:13])[CH2:8][CH2:7]1)=[O:5])=[N-].[BrH:29]. The catalyst is C1COCC1.O. The product is [Br:29][CH2:3][C:4]([CH:6]1[CH2:11][CH2:10][N:9]([C:12]([O:14][CH2:15][CH:16]2[C:28]3[CH:27]=[CH:26][CH:25]=[CH:24][C:23]=3[C:22]3[C:17]2=[CH:18][CH:19]=[CH:20][CH:21]=3)=[O:13])[CH2:8][CH2:7]1)=[O:5]. The yield is 0.530. (3) The reactants are [NH2:1][C:2]1[C:7]2[C:8]([C:11]3[CH:16]=[CH:15][C:14]([NH:17][C:18]([C:20]4[N:21]([CH3:29])[C:22]5[C:27]([CH:28]=4)=[CH:26][CH:25]=[CH:24][CH:23]=5)=[O:19])=[C:13]([O:30][CH3:31])[CH:12]=3)=[CH:9][O:10][C:6]=2[C:5](I)=[CH:4][N:3]=1.C([O:35][CH:36](OCC)/[CH:37]=[CH:38]/B1OC(C)(C)C(C)(C)O1)C.C(=O)([O-])[O-].[Na+].[Na+].O.C1(C)C=CC(S(O)(=O)=O)=CC=1. The catalyst is COCCOC.O.CC(C)=O. The product is [NH2:1][C:2]1[C:7]2[C:8]([C:11]3[CH:16]=[CH:15][C:14]([NH:17][C:18]([C:20]4[N:21]([CH3:29])[C:22]5[C:27]([CH:28]=4)=[CH:26][CH:25]=[CH:24][CH:23]=5)=[O:19])=[C:13]([O:30][CH3:31])[CH:12]=3)=[CH:9][O:10][C:6]=2[C:5](/[CH:38]=[CH:37]/[CH:36]=[O:35])=[CH:4][N:3]=1. The yield is 0.620. (4) The reactants are Br[CH2:2][CH2:3][CH2:4][O:5][C:6]1[CH:11]=[C:10]([O:12][CH3:13])[CH:9]=[CH:8][C:7]=1[NH:14][C:15](=[O:17])[CH3:16].C([O-])([O-])=O.[K+].[K+].[Cl:24][C:25]1[CH:40]=[CH:39][C:28]([CH2:29][C:30]2([OH:38])[CH2:35][CH2:34][NH:33][CH2:32][C:31]2([CH3:37])[CH3:36])=[CH:27][CH:26]=1. The catalyst is CN(C=O)C.O. The product is [Cl:24][C:25]1[CH:26]=[CH:27][C:28]([CH2:29][C:30]2([OH:38])[CH2:35][CH2:34][N:33]([CH2:2][CH2:3][CH2:4][O:5][C:6]3[CH:11]=[C:10]([O:12][CH3:13])[CH:9]=[CH:8][C:7]=3[NH:14][C:15](=[O:17])[CH3:16])[CH2:32][C:31]2([CH3:36])[CH3:37])=[CH:39][CH:40]=1. The yield is 0.951. (5) The reactants are [F:1][C:2]1[CH:3]=[C:4]([CH:35]=[CH:36][C:37]=1[F:38])[CH2:5][N:6]1[CH2:34][CH2:33][C:9]2([N:18]([C:19]3[CH:24]=[CH:23][C:22]([O:25][CH3:26])=[CH:21][CH:20]=3)[C:17](=[O:27])[C:16]3[C:11](=[CH:12][C:13]([C:28]4[O:29][CH:30]=[CH:31][CH:32]=4)=[CH:14][CH:15]=3)[NH:10]2)[CH2:8][CH2:7]1.[I-].[CH3:40][N+:41]([CH3:43])=[CH2:42]. The catalyst is C(#N)C. The product is [F:1][C:2]1[CH:3]=[C:4]([CH:35]=[CH:36][C:37]=1[F:38])[CH2:5][N:6]1[CH2:7][CH2:8][C:9]2([N:18]([C:19]3[CH:24]=[CH:23][C:22]([O:25][CH3:26])=[CH:21][CH:20]=3)[C:17](=[O:27])[C:16]3[C:11](=[CH:12][C:13]([C:28]4[O:29][C:30]([CH2:40][N:41]([CH3:43])[CH3:42])=[CH:31][CH:32]=4)=[CH:14][CH:15]=3)[NH:10]2)[CH2:33][CH2:34]1. The yield is 0.380. (6) The reactants are [CH2:1]([O:4][C:5]1[CH:6]=[C:7]2[C:12](=[CH:13][CH:14]=1)[NH:11][C:10](=[O:15])[CH2:9][CH2:8]2)[CH:2]=[CH2:3].C([O-])([O-])=O.[K+].[K+].[OH:22][N:23]=[C:24](Br)[Br:25]. The catalyst is CN(C=O)C.O.C(OCC)(=O)C. The product is [Br:25][C:24]1[CH2:3][CH:2]([CH2:1][O:4][C:5]2[CH:6]=[C:7]3[C:12](=[CH:13][CH:14]=2)[NH:11][C:10](=[O:15])[CH2:9][CH2:8]3)[O:22][N:23]=1. The yield is 0.596.